This data is from Reaction yield outcomes from USPTO patents with 853,638 reactions. The task is: Predict the reaction yield, written as a fraction of the theoretical maximum amount of product (1.0 means a 100% yield; for example, 0.34 means a 34% yield). (1) The reactants are [CH3:1][C:2]1(C)[C:6](C)(C)OB(C(C)=C)O1.C(=O)([O-])[O-].[Na+].[Na+].Br[C:20]1[C:21]([N:42]2[CH2:47][CH2:46][CH2:45][C@@H:44]([NH:48][C:49]([O:51][C:52]([CH3:55])([CH3:54])[CH3:53])=[O:50])[CH2:43]2)=[C:22]2[C:28]([NH:29][C:30]([CH:32]3[CH2:34][CH2:33]3)=[O:31])=[CH:27][N:26](C(OC(C)(C)C)=O)[C:23]2=[N:24][CH:25]=1. The catalyst is O1CCOCC1.[Pd].C1(P(C2C=CC=CC=2)C2C=CC=CC=2)C=CC=CC=1.C1(P(C2C=CC=CC=2)C2C=CC=CC=2)C=CC=CC=1.C1(P(C2C=CC=CC=2)C2C=CC=CC=2)C=CC=CC=1.C1(P(C2C=CC=CC=2)C2C=CC=CC=2)C=CC=CC=1. The product is [CH:32]1([C:30]([NH:29][C:28]2[C:22]3[C:23](=[N:24][CH:25]=[C:20]([C:2]([CH3:6])=[CH2:1])[C:21]=3[N:42]3[CH2:47][CH2:46][CH2:45][C@@H:44]([NH:48][C:49](=[O:50])[O:51][C:52]([CH3:53])([CH3:55])[CH3:54])[CH2:43]3)[NH:26][CH:27]=2)=[O:31])[CH2:34][CH2:33]1. The yield is 0.620. (2) The reactants are [O:1]1[C@H:5]2[CH2:6][O:7][CH2:8][C@H:4]2[NH:3][C:2]1=[O:9].[Cl:10][C:11]1[CH:16]=[C:15](Cl)[N:14]=[C:13]([N:18]2[CH2:23][CH2:22][O:21][CH2:20][CH2:19]2)[N:12]=1.C([O-])([O-])=O.[Cs+].[Cs+].C([O-])(O)=O.[Na+]. The catalyst is O1CCOCC1.C1C=CC(/C=C/C(/C=C/C2C=CC=CC=2)=O)=CC=1.C1C=CC(/C=C/C(/C=C/C2C=CC=CC=2)=O)=CC=1.C1C=CC(/C=C/C(/C=C/C2C=CC=CC=2)=O)=CC=1.[Pd].[Pd].C1(P(C2C=CC=CC=2)C2C3OC4C(=CC=CC=4P(C4C=CC=CC=4)C4C=CC=CC=4)C(C)(C)C=3C=CC=2)C=CC=CC=1.[Ar]. The product is [Cl:10][C:11]1[N:12]=[C:13]([N:18]2[CH2:23][CH2:22][O:21][CH2:20][CH2:19]2)[N:14]=[C:15]([N:3]2[C@@H:4]3[CH2:8][O:7][CH2:6][C@@H:5]3[O:1][C:2]2=[O:9])[CH:16]=1. The yield is 0.870. (3) The reactants are [Br:1][C:2]1[CH2:6][CH:5]([C:7]([O:9]CCCCC)=[O:8])[N:4]([C:15]2[C:20]([Cl:21])=[CH:19][CH:18]=[CH:17][N:16]=2)[N:3]=1.C(O)C.[OH-].[Na+]. The catalyst is O. The product is [Br:1][C:2]1[CH:6]=[C:5]([C:7]([OH:9])=[O:8])[N:4]([C:15]2[C:20]([Cl:21])=[CH:19][CH:18]=[CH:17][N:16]=2)[N:3]=1. The yield is 0.900. (4) The reactants are [Cl:1][C:2]1[CH:3]=[C:4]([C:8]2[N:13]=[C:12]3[CH2:14][CH2:15][CH2:16][C:11]3=[C:10]([NH:17][C:18]3[CH:23]=[CH:22][C:21]([CH2:24][C:25]([O:27]CC)=O)=[CH:20][CH:19]=3)[CH:9]=2)[CH:5]=[N:6][CH:7]=1.[Cl-].[NH4+:31].N. The catalyst is CO. The product is [Cl:1][C:2]1[CH:3]=[C:4]([C:8]2[N:13]=[C:12]3[CH2:14][CH2:15][CH2:16][C:11]3=[C:10]([NH:17][C:18]3[CH:19]=[CH:20][C:21]([CH2:24][C:25]([NH2:31])=[O:27])=[CH:22][CH:23]=3)[CH:9]=2)[CH:5]=[N:6][CH:7]=1. The yield is 0.480. (5) The reactants are CC1(C)C(C)(C)OB([C:9]2[CH:33]=[CH:32][C:31]3([C:45]4[CH:44]=[CH:43][CH:42]=[CH:41][C:40]=4[C:39]4[C:34]3=[CH:35][CH:36]=[CH:37][CH:38]=4)[C:30]3[C:10]=2[CH:11]=[C:12]2[CH:29]=[C:28]4[C:15]([C:16]5[C:21]([C:22]6[C:27]4=[CH:26][CH:25]=[CH:24][CH:23]=6)=[CH:20][CH:19]=[CH:18][CH:17]=5)=[CH:14][C:13]2=3)O1.Cl[C:48]1[CH:61]=[CH:60][C:59]2[C:50](=[C:51]3[C:56](=[CH:57][CH:58]=2)[CH:55]=[CH:54][CH:53]=[N:52]3)[N:49]=1.C([O-])([O-])=O.[Na+].[Na+].CCO. The catalyst is C1C=CC([P]([Pd]([P](C2C=CC=CC=2)(C2C=CC=CC=2)C2C=CC=CC=2)([P](C2C=CC=CC=2)(C2C=CC=CC=2)C2C=CC=CC=2)[P](C2C=CC=CC=2)(C2C=CC=CC=2)C2C=CC=CC=2)(C2C=CC=CC=2)C2C=CC=CC=2)=CC=1.CO.C1(C)C=CC=CC=1. The product is [CH:26]1[CH:25]=[CH:24][CH:23]=[C:22]2[C:27]=1[C:28]1[C:15]([C:16]3[C:21]2=[CH:20][CH:19]=[CH:18][CH:17]=3)=[CH:14][C:13]2=[C:30]3[C:10]([CH:11]=[C:12]2[CH:29]=1)=[C:9]([C:48]1[CH:61]=[CH:60][C:59]2[C:50](=[C:51]4[C:56](=[CH:57][CH:58]=2)[CH:55]=[CH:54][CH:53]=[N:52]4)[N:49]=1)[CH:33]=[CH:32][C:31]13[C:34]2[CH:35]=[CH:36][CH:37]=[CH:38][C:39]=2[C:40]2[C:45]1=[CH:44][CH:43]=[CH:42][CH:41]=2. The yield is 0.870. (6) The reactants are [CH2:1]([NH:3][C:4]([NH:6][C:7]1[CH:12]=[CH:11][C:10](NC2N=C(N[C:10]3[CH:11]=[CH:12][C:7]([NH:6][C:4]([NH:3][CH2:1][CH3:2])=[O:5])=[CH:8][CH:9]=3)C(F)=CN=2)=[CH:9][CH:8]=1)=[O:5])[CH3:2].[NH2:34]C1C=CC=C(N)C=1.C(N=C=O)C.C(=O)([O-])[O-].[K+].[K+]. No catalyst specified. The product is [CH2:1]([NH:3][C:4]([NH:6][C:7]1[CH:12]=[C:11]([CH:10]=[CH:9][CH:8]=1)[NH2:34])=[O:5])[CH3:2]. The yield is 0.830.